This data is from Forward reaction prediction with 1.9M reactions from USPTO patents (1976-2016). The task is: Predict the product of the given reaction. (1) The product is: [CH2:1]([O:16][C:13]1[CH:14]=[CH:15][C:10]([Cl:9])=[CH:11][C:12]=1[N+:17]([O-:19])=[O:18])[C:2]1[CH:7]=[CH:6][CH:5]=[CH:4][CH:3]=1. Given the reactants [CH2:1](Br)[C:2]1[CH:7]=[CH:6][CH:5]=[CH:4][CH:3]=1.[Cl:9][C:10]1[CH:15]=[CH:14][C:13]([OH:16])=[C:12]([N+:17]([O-:19])=[O:18])[CH:11]=1.C(=O)([O-])[O-].[K+].[K+], predict the reaction product. (2) Given the reactants Br[CH2:2][C:3]1[C:8]([O:9][CH2:10][CH3:11])=[CH:7][CH:6]=[CH:5][C:4]=1[N:12]1[C:16](=[O:17])[N:15]([CH3:18])[N:14]=[N:13]1.[Br:19][C:20]1[CH:25]=[CH:24][C:23]([N:26]2[CH:30]=[CH:29][C:28]([OH:31])=[N:27]2)=[CH:22][CH:21]=1.C(=O)([O-])[O-].[K+].[K+].C(#N)C, predict the reaction product. The product is: [Br:19][C:20]1[CH:21]=[CH:22][C:23]([N:26]2[CH:30]=[CH:29][C:28]([O:31][CH2:2][C:3]3[C:8]([O:9][CH2:10][CH3:11])=[CH:7][CH:6]=[CH:5][C:4]=3[N:12]3[C:16](=[O:17])[N:15]([CH3:18])[N:14]=[N:13]3)=[N:27]2)=[CH:24][CH:25]=1. (3) The product is: [C:13]([CH2:15][CH:16]([NH:31][C:32](=[O:46])[CH:33]([N:35]1[CH:44]=[CH:43][C:42]2[C:37](=[CH:38][CH:39]=[CH:40][CH:41]=2)[C:36]1=[O:45])[CH3:34])[C:17](=[O:30])[CH2:18][O:19][C:20](=[O:29])[C:21]1[C:22]([Cl:28])=[CH:23][CH:24]=[CH:25][C:26]=1[Cl:27])([OH:14])=[O:12]. Given the reactants FC(F)(F)C(O)=O.C([O:12][C:13]([CH2:15][CH:16]([NH:31][C:32](=[O:46])[CH:33]([N:35]1[CH:44]=[CH:43][C:42]2[C:37](=[CH:38][CH:39]=[CH:40][CH:41]=2)[C:36]1=[O:45])[CH3:34])[C:17](=[O:30])[CH2:18][O:19][C:20](=[O:29])[C:21]1[C:26]([Cl:27])=[CH:25][CH:24]=[CH:23][C:22]=1[Cl:28])=[O:14])(C)(C)C, predict the reaction product. (4) Given the reactants [NH:1]1[CH:5]=[C:4]([S:6]([OH:9])(=O)=[O:7])[CH:3]=[N:2]1.P(Cl)(Cl)(Cl)(Cl)[Cl:11], predict the reaction product. The product is: [NH:1]1[CH:5]=[C:4]([S:6]([Cl:11])(=[O:9])=[O:7])[CH:3]=[N:2]1. (5) Given the reactants [O:1]1[CH2:5][CH2:4][CH2:3][CH:2]1[C:6]([OH:8])=O.C(Cl)(=O)C(Cl)=O.C(N(CC)CC)C.[Cl:22][C:23]1[N:28]=[CH:27][C:26]([CH2:29][NH:30][C:31]2[CH:36]=[CH:35][C:34]([F:37])=[CH:33][CH:32]=2)=[CH:25][CH:24]=1, predict the reaction product. The product is: [Cl:22][C:23]1[N:28]=[CH:27][C:26]([CH2:29][N:30]([C:31]2[CH:36]=[CH:35][C:34]([F:37])=[CH:33][CH:32]=2)[C:6]([CH:2]2[CH2:3][CH2:4][CH2:5][O:1]2)=[O:8])=[CH:25][CH:24]=1. (6) Given the reactants [Cl:1][C:2]1[CH:7]=[CH:6][CH:5]=[CH:4][C:3]=1[CH:8]([C:20]1[CH:29]=[CH:28][C:23]([C:24]([O:26][CH3:27])=[O:25])=[C:22]([F:30])[CH:21]=1)[CH2:9][C:10]([C:12]1[CH:13]=[N:14][C:15]([O:18]C)=[CH:16][CH:17]=1)=[O:11].Cl, predict the reaction product. The product is: [Cl:1][C:2]1[CH:7]=[CH:6][CH:5]=[CH:4][C:3]=1[CH:8]([C:20]1[CH:29]=[CH:28][C:23]([C:24]([O:26][CH3:27])=[O:25])=[C:22]([F:30])[CH:21]=1)[CH2:9][C:10](=[O:11])[C:12]1[CH:17]=[CH:16][C:15](=[O:18])[NH:14][CH:13]=1. (7) Given the reactants [CH:1]1([C:5](=O)[CH2:6][C:7]#[N:8])[CH2:4][CH2:3][CH2:2]1.[C:10]1([NH:16][NH2:17])[CH:15]=[CH:14][CH:13]=[CH:12][CH:11]=1, predict the reaction product. The product is: [CH:1]1([C:5]2[CH:6]=[C:7]([NH2:8])[N:16]([C:10]3[CH:15]=[CH:14][CH:13]=[CH:12][CH:11]=3)[N:17]=2)[CH2:4][CH2:3][CH2:2]1. (8) Given the reactants [Br:1][C:2]1[CH:27]=[CH:26][C:5]([CH2:6][NH:7][N:8]2[C:17](=[O:18])[C:16]3[C:11](=[CH:12][CH:13]=[CH:14][CH:15]=3)[N:10]=[C:9]2[C:19]2[CH:24]=[CH:23][C:22]([F:25])=[CH:21][CH:20]=2)=[CH:4][CH:3]=1.CS(C)=O.[H-].[Na+].I[CH2:35][CH3:36], predict the reaction product. The product is: [Br:1][C:2]1[CH:3]=[CH:4][C:5]([CH2:6][N:7]([CH2:35][CH3:36])[N:8]2[C:17](=[O:18])[C:16]3[C:11](=[CH:12][CH:13]=[CH:14][CH:15]=3)[N:10]=[C:9]2[C:19]2[CH:24]=[CH:23][C:22]([F:25])=[CH:21][CH:20]=2)=[CH:26][CH:27]=1. (9) Given the reactants [CH3:1][C:2]1[N:6]=[C:5]([N:7]2[CH2:12][CH2:11][C:10](=O)[CH2:9][CH2:8]2)[S:4][N:3]=1.[Cl:14][C:15]1[CH:16]=[C:17]([CH:25]=[CH:26][CH:27]=1)[CH2:18][N:19]1[CH:23]=[N:22][C:21]([NH2:24])=[N:20]1, predict the reaction product. The product is: [Cl:14][C:15]1[CH:16]=[C:17]([CH:25]=[CH:26][CH:27]=1)[CH2:18][N:19]1[CH:23]=[N:22][C:21]([NH:24][CH:10]2[CH2:11][CH2:12][N:7]([C:5]3[S:4][N:3]=[C:2]([CH3:1])[N:6]=3)[CH2:8][CH2:9]2)=[N:20]1.